This data is from Forward reaction prediction with 1.9M reactions from USPTO patents (1976-2016). The task is: Predict the product of the given reaction. (1) Given the reactants [Cl:1][C:2]1[CH:7]=[C:6]([CH3:8])[CH:5]=[CH:4][C:3]=1[NH:9][C:10](=[O:34])[CH2:11][C@@H:12]([C:17]1[C:21]([CH:22]2[CH2:24][CH2:23]2)=[C:20]([C:25]2[O:29][N:28]=[C:27]([CH2:30][CH:31]([CH3:33])[CH3:32])[CH:26]=2)[O:19][N:18]=1)[CH2:13][CH2:14][CH2:15][OH:16].P([O-])([O-])([O-])=[O:36].Cl([O-])=O.[Na+].Cl[O-].[Na+].S([O-])([O-])=O.[Na+].[Na+], predict the reaction product. The product is: [Cl:1][C:2]1[CH:7]=[C:6]([CH3:8])[CH:5]=[CH:4][C:3]=1[NH:9][C:10]([CH2:11][C@@H:12]([C:17]1[C:21]([CH:22]2[CH2:23][CH2:24]2)=[C:20]([C:25]2[O:29][N:28]=[C:27]([CH2:30][CH:31]([CH3:32])[CH3:33])[CH:26]=2)[O:19][N:18]=1)[CH2:13][CH2:14][C:15]([OH:36])=[O:16])=[O:34]. (2) Given the reactants [CH3:1][O:2][C:3]1[CH:4]=[C:5]([CH:11]=[CH:12][CH:13]=1)[CH:6]=[CH:7]C(O)=O.C([N:16]([CH2:19]C)CC)C.ClC(OCC)=[O:23].[N-]=[N+]=[N-].[Na+], predict the reaction product. The product is: [CH3:1][O:2][C:3]1[CH:4]=[C:5]2[C:11](=[CH:12][CH:13]=1)[C:19](=[O:23])[NH:16][CH:7]=[CH:6]2.